Dataset: Full USPTO retrosynthesis dataset with 1.9M reactions from patents (1976-2016). Task: Predict the reactants needed to synthesize the given product. (1) Given the product [Cl:25][C:22]1[CH:23]=[CH:24][C:19]([C@@:16]2([CH3:18])[C@:15]([C:27]3[CH:32]=[CH:31][C:30]([Cl:33])=[CH:29][CH:28]=3)([CH3:26])[NH:14][C:13]([C:10]3[CH:11]=[CH:12][C:7]([C:38]([OH:39])([CH3:40])[CH3:37])=[CH:8][C:9]=3[O:34][CH2:35][CH3:36])=[N:17]2)=[CH:20][CH:21]=1, predict the reactants needed to synthesize it. The reactants are: C([Li])CCC.Br[C:7]1[CH:12]=[CH:11][C:10]([C:13]2[NH:14][C:15]([C:27]3[CH:32]=[CH:31][C:30]([Cl:33])=[CH:29][CH:28]=3)([CH3:26])[C:16]([C:19]3[CH:24]=[CH:23][C:22]([Cl:25])=[CH:21][CH:20]=3)([CH3:18])[N:17]=2)=[C:9]([O:34][CH2:35][CH3:36])[CH:8]=1.[CH3:37][C:38]([CH3:40])=[O:39]. (2) Given the product [Br:49][C:50]1[CH:51]=[C:52]([CH2:56][CH:57]([NH:68][C:5](=[O:7])[C:4]2[CH:8]=[CH:9][C:10]([C:11]([N:13]3[CH2:17][CH2:16][CH2:15][CH2:14]3)=[O:12])=[C:2]([CH3:1])[CH:3]=2)[C:58]2[NH:62][C:61]3[CH:63]=[CH:64][C:65]([Cl:67])=[CH:66][C:60]=3[N:59]=2)[CH:53]=[CH:54][CH:55]=1, predict the reactants needed to synthesize it. The reactants are: [CH3:1][C:2]1[CH:3]=[C:4]([CH:8]=[CH:9][C:10]=1[C:11]([N:13]1[CH2:17][CH2:16][CH2:15][CH2:14]1)=[O:12])[C:5]([OH:7])=O.CN(C(ON1N=NC2C=CC=CC1=2)=[N+](C)C)C.[B-](F)(F)(F)F.C(N(C(C)C)CC)(C)C.[Br:49][C:50]1[CH:51]=[C:52]([CH2:56][CH:57]([NH2:68])[C:58]2[NH:62][C:61]3[CH:63]=[CH:64][C:65]([Cl:67])=[CH:66][C:60]=3[N:59]=2)[CH:53]=[CH:54][CH:55]=1.BrCl. (3) Given the product [C:19]([O-:20])(=[O:26])[CH3:14].[CH3:23][O:22][C:15]1[CH:16]=[CH:17][CH:18]=[C:19]([O:20][CH3:21])[C:14]=1[CH2:13][N:7]1[CH2:6][C:5]2[C:10](=[CH:11][C:2]([CH3:24])=[CH:3][CH:4]=2)[N:9]=[C:8]1[NH3+:12], predict the reactants needed to synthesize it. The reactants are: Br[C:2]1[CH:11]=[C:10]2[C:5]([CH2:6][N:7]([CH2:13][C:14]3[C:19]([O:20][CH3:21])=[CH:18][CH:17]=[CH:16][C:15]=3[O:22][CH3:23])[C:8]([NH2:12])=[N:9]2)=[CH:4][CH:3]=1.[CH3:24]B1OB(C)OB(C)[O:26]1.